Dataset: Reaction yield outcomes from USPTO patents with 853,638 reactions. Task: Predict the reaction yield, written as a fraction of the theoretical maximum amount of product (1.0 means a 100% yield; for example, 0.34 means a 34% yield). (1) The reactants are [CH:1]([C:4]1[CH:9]=[CH:8][C:7]([C:10]2[N:11]=[N:12][NH:13][N:14]=2)=[CH:6][CH:5]=1)([CH3:3])[CH3:2].O[CH2:16][C:17]([CH3:23])([CH3:22])[C:18]([O:20][CH3:21])=[O:19].C1C=CC(P(C2C=CC=CC=2)C2C=CC=CC=2)=CC=1.CCOC(/N=N/C(OCC)=O)=O. The catalyst is C1COCC1. The product is [CH:1]([C:4]1[CH:5]=[CH:6][C:7]([C:10]2[N:11]=[N:12][N:13]([CH2:16][C:17]([CH3:23])([CH3:22])[C:18]([O:20][CH3:21])=[O:19])[N:14]=2)=[CH:8][CH:9]=1)([CH3:3])[CH3:2]. The yield is 0.320. (2) The reactants are CC1C=CC(S(OCC2CC3C=CC=C(NC4C=CC=CC=4)C=3O2)(=O)=O)=CC=1.[N-]=[N+]=[N-].[Na+].N(CC1CC2C=C(Cl)C=C(C3C=CSC=3)C=2O1)=[N+]=[N-].[N:52]([CH2:55][CH:56]1[CH2:60][C:59]2[CH:61]=[CH:62][CH:63]=[C:64]([NH:65][C:66]3[CH:71]=[CH:70][CH:69]=[CH:68][CH:67]=3)[C:58]=2[O:57]1)=[N+]=[N-].[N-]=[N+]=[N-].C1(P(C2C=CC=CC=2)C2C=CC=CC=2)C=CC=CC=1. No catalyst specified. The product is [NH2:52][CH2:55][CH:56]1[CH2:60][C:59]2[CH:61]=[CH:62][CH:63]=[C:64]([NH:65][C:66]3[CH:67]=[CH:68][CH:69]=[CH:70][CH:71]=3)[C:58]=2[O:57]1. The yield is 0.460. (3) The reactants are [I:1][C:2]1[N:3]=[CH:4][N:5]([CH2:7][CH2:8][C:9]([NH2:12])([CH3:11])[CH3:10])[CH:6]=1.[CH2:13]([O:20][C:21]1[CH:26]=[CH:25][C:24]([CH:27]([OH:33])[CH:28](OCC)O)=[CH:23][C:22]=1[NH:34][S:35]([C:38]1[CH:43]=[CH:42][CH:41]=[CH:40][CH:39]=1)(=[O:37])=[O:36])[C:14]1[CH:19]=[CH:18][CH:17]=[CH:16][CH:15]=1.[BH4-].[Na+].C(O)(=O)C. The catalyst is C(O)C. The product is [CH2:13]([O:20][C:21]1[CH:26]=[CH:25][C:24]([CH:27]([OH:33])[CH2:28][NH:12][C:9]([CH3:10])([CH3:11])[CH2:8][CH2:7][N:5]2[CH:6]=[C:2]([I:1])[N:3]=[CH:4]2)=[CH:23][C:22]=1[NH:34][S:35]([C:38]1[CH:43]=[CH:42][CH:41]=[CH:40][CH:39]=1)(=[O:36])=[O:37])[C:14]1[CH:15]=[CH:16][CH:17]=[CH:18][CH:19]=1. The yield is 0.690. (4) The reactants are [NH2:1][C:2]1[CH:10]=[CH:9][C:8]([F:11])=[CH:7][C:3]=1[C:4]([OH:6])=O.O=S(Cl)Cl.[Cl:16][C:17]1[CH:23]=[CH:22][CH:21]=[CH:20][C:18]=1[NH2:19].C(Cl)(Cl)Cl. The catalyst is C1C=CC=CC=1. The product is [NH2:1][C:2]1[CH:10]=[CH:9][C:8]([F:11])=[CH:7][C:3]=1[C:4]([NH:19][C:18]1[CH:20]=[CH:21][CH:22]=[CH:23][C:17]=1[Cl:16])=[O:6]. The yield is 0.580. (5) The reactants are [CH3:1][O:2][C:3]1[CH:4]=[C:5]2[C:10](=[CH:11][C:12]=1[O:13][CH3:14])[N:9]=[CH:8][CH:7]=[C:6]2[O:15][C:16]1[C:22]([CH3:23])=[CH:21][C:19]([NH2:20])=[C:18]([CH3:24])[CH:17]=1.C1(C)C=CC=CC=1.C(N(CC)CC)C.Cl[C:40](Cl)([O:42]C(=O)OC(Cl)(Cl)Cl)Cl.[C:51]1([CH:57]([OH:61])[CH2:58][CH2:59][CH3:60])[CH:56]=[CH:55][CH:54]=[CH:53][CH:52]=1. The catalyst is C(Cl)Cl. The product is [CH3:1][O:2][C:3]1[CH:4]=[C:5]2[C:10](=[CH:11][C:12]=1[O:13][CH3:14])[N:9]=[CH:8][CH:7]=[C:6]2[O:15][C:16]1[C:22]([CH3:23])=[CH:21][C:19]([NH:20][C:40](=[O:42])[O:61][CH:57]([C:51]2[CH:56]=[CH:55][CH:54]=[CH:53][CH:52]=2)[CH2:58][CH2:59][CH3:60])=[C:18]([CH3:24])[CH:17]=1. The yield is 0.390. (6) The reactants are [NH2:1][C:2]1[C:7]([CH2:8][OH:9])=[CH:6][C:5](Br)=[CH:4][N:3]=1.B1(B2OC(C)(C)C(C)(C)O2)OC(C)(C)C(C)(C)O1.CC([O-])=O.[K+].Br[C:35]1[CH:60]=[CH:59][C:38]2[N:39]([C:55]([CH3:58])([CH3:57])[CH3:56])[C:40]([C:42]3[CH:47]=[C:46]([O:48][CH3:49])[CH:45]=[CH:44][C:43]=3[N:50]3[CH:54]=[CH:53][CH:52]=[N:51]3)=[N:41][C:37]=2[CH:36]=1. The catalyst is O1CCOCC1.CN(C=O)C.C([O-])([O-])=O.[Na+].[Na+].C1C=CC(P(C2C=CC=CC=2)[C-]2C=CC=C2)=CC=1.C1C=CC(P(C2C=CC=CC=2)[C-]2C=CC=C2)=CC=1.Cl[Pd]Cl.[Fe+2].O. The product is [NH2:1][C:2]1[C:7]([CH2:8][OH:9])=[CH:6][C:5]([C:35]2[CH:60]=[CH:59][C:38]3[N:39]([C:55]([CH3:56])([CH3:58])[CH3:57])[C:40]([C:42]4[CH:47]=[C:46]([O:48][CH3:49])[CH:45]=[CH:44][C:43]=4[N:50]4[CH:54]=[CH:53][CH:52]=[N:51]4)=[N:41][C:37]=3[CH:36]=2)=[CH:4][N:3]=1. The yield is 0.0700. (7) The reactants are [CH3:1][Mg]Br.[Cl:4][C:5]1[S:9][C:8]([S:10]([NH:13][C@H:14]([CH:20]=[O:21])[CH:15]([CH2:18][CH3:19])[CH2:16][CH3:17])(=[O:12])=[O:11])=[CH:7][CH:6]=1. The catalyst is C1(C)C=CC=CC=1.C1COCC1.C1COCC1. The product is [Cl:4][C:5]1[S:9][C:8]([S:10]([NH:13][C@H:14]([CH:20]([OH:21])[CH3:1])[CH:15]([CH2:16][CH3:17])[CH2:18][CH3:19])(=[O:12])=[O:11])=[CH:7][CH:6]=1. The yield is 0.830. (8) The reactants are [CH3:1][C:2]1[CH:3]=[CH:4][C:5]([CH2:20][CH2:21][CH3:22])=[C:6]([NH:8][C:9]([NH:11]C(=O)C2C=CC=CC=2)=[S:10])[CH:7]=1.[OH-].[Na+]. The catalyst is CO. The product is [CH3:1][C:2]1[CH:3]=[CH:4][C:5]([CH2:20][CH2:21][CH3:22])=[C:6]([NH:8][C:9]([NH2:11])=[S:10])[CH:7]=1. The yield is 0.830. (9) The reactants are C(OC([NH:8][C:9]1[CH:14]=[CH:13][C:12]([CH:15]([NH:23][C:24](=[O:32])[NH:25][CH2:26][C:27]([O:29][CH2:30][CH3:31])=[O:28])[CH2:16][C:17](=[O:22])[NH:18][CH2:19][C:20]#[CH:21])=[CH:11][CH:10]=1)=O)(C)(C)C.C(O)(C(F)(F)F)=O. The catalyst is C(Cl)Cl. The product is [NH2:8][C:9]1[CH:14]=[CH:13][C:12]([CH:15]([NH:23][C:24](=[O:32])[NH:25][CH2:26][C:27]([O:29][CH2:30][CH3:31])=[O:28])[CH2:16][C:17](=[O:22])[NH:18][CH2:19][C:20]#[CH:21])=[CH:11][CH:10]=1. The yield is 0.600. (10) The catalyst is CS(C)=O. The product is [Cl:1][C:2]1[C:3]([NH:15][C:16]2[CH:20]=[C:19]([CH:21]3[CH2:22][CH2:23]3)[NH:18][N:17]=2)=[N:4][C:5]([C:8]2[S:12][C:11]([C:13]([NH2:14])=[O:27])=[CH:10][CH:9]=2)=[N:6][CH:7]=1. The reactants are [Cl:1][C:2]1[C:3]([NH:15][C:16]2[CH:20]=[C:19]([CH:21]3[CH2:23][CH2:22]3)[NH:18][N:17]=2)=[N:4][C:5]([C:8]2[S:12][C:11]([C:13]#[N:14])=[CH:10][CH:9]=2)=[N:6][CH:7]=1.OO.C([O-])([O-])=[O:27].[K+].[K+]. The yield is 0.690.